Dataset: Catalyst prediction with 721,799 reactions and 888 catalyst types from USPTO. Task: Predict which catalyst facilitates the given reaction. Reactant: [Cl-].[Cl-].[Ca+2].[BH4-].[Na+].[F:6][C:7]1[CH:12]=[CH:11][C:10]([C:13]2[N:18]=[C:17]3[CH:19]=[C:20]([C:23](OC)=[O:24])[N:21]([CH3:22])[C:16]3=[C:15]([C:27]3[CH:32]=[CH:31][C:30]([F:33])=[CH:29][CH:28]=3)[C:14]=2[C:34]2[CH:39]=[CH:38][N:37]=[CH:36][CH:35]=2)=[CH:9][CH:8]=1. Product: [F:6][C:7]1[CH:12]=[CH:11][C:10]([C:13]2[N:18]=[C:17]3[CH:19]=[C:20]([CH2:23][OH:24])[N:21]([CH3:22])[C:16]3=[C:15]([C:27]3[CH:32]=[CH:31][C:30]([F:33])=[CH:29][CH:28]=3)[C:14]=2[C:34]2[CH:35]=[CH:36][N:37]=[CH:38][CH:39]=2)=[CH:9][CH:8]=1. The catalyst class is: 1.